From a dataset of Full USPTO retrosynthesis dataset with 1.9M reactions from patents (1976-2016). Predict the reactants needed to synthesize the given product. (1) Given the product [CH:1]1([C:4]([F:17])([F:16])[C:5]2[CH:10]=[CH:9][N:8]=[C:7]([CH2:11][C:12]([NH2:18])=[O:13])[CH:6]=2)[CH2:3][CH2:2]1, predict the reactants needed to synthesize it. The reactants are: [CH:1]1([C:4]([F:17])([F:16])[C:5]2[CH:10]=[CH:9][N:8]=[C:7]([CH2:11][C:12](OC)=[O:13])[CH:6]=2)[CH2:3][CH2:2]1.[NH3:18]. (2) Given the product [CH2:32]([O:31][P:30]([CH2:29][C:28]1[CH:38]=[CH:39][C:25]([NH:24][C:16]2[N:15]=[C:14]([NH:13][C:5]3[CH:4]=[CH:3][C:2]([N:52]4[CH2:51][CH2:50][N:49]([CH2:48][C:47]([O:46][C:42]([CH3:45])([CH3:44])[CH3:43])=[O:55])[CH2:54][CH2:53]4)=[C:10]4[C:6]=3[C:7](=[O:12])[N:8]([CH3:11])[CH2:9]4)[C:19]([C:20]([F:23])([F:21])[F:22])=[CH:18][N:17]=2)=[C:26]([O:40][CH3:41])[CH:27]=1)([O:34][CH2:35][CH3:36])=[O:37])[CH3:33], predict the reactants needed to synthesize it. The reactants are: Br[C:2]1[CH:3]=[CH:4][C:5]([NH:13][C:14]2[C:19]([C:20]([F:23])([F:22])[F:21])=[CH:18][N:17]=[C:16]([NH:24][C:25]3[CH:39]=[CH:38][C:28]([CH2:29][P:30](=[O:37])([O:34][CH2:35][CH3:36])[O:31][CH2:32][CH3:33])=[CH:27][C:26]=3[O:40][CH3:41])[N:15]=2)=[C:6]2[C:10]=1[CH2:9][N:8]([CH3:11])[C:7]2=[O:12].[C:42]([O:46][C:47](=[O:55])[CH2:48][N:49]1[CH2:54][CH2:53][NH:52][CH2:51][CH2:50]1)([CH3:45])([CH3:44])[CH3:43].